Dataset: Full USPTO retrosynthesis dataset with 1.9M reactions from patents (1976-2016). Task: Predict the reactants needed to synthesize the given product. (1) Given the product [C:16]([C:10]1([C:7]2[CH:8]=[CH:9][C:4]([N+:1]([O-:3])=[O:2])=[CH:5][CH:6]=2)[CH2:15][CH2:14][N:13]([C:25]([NH2:28])=[O:32])[CH2:12][CH2:11]1)#[N:17], predict the reactants needed to synthesize it. The reactants are: [N+:1]([C:4]1[CH:9]=[CH:8][C:7]([C:10]2([C:16]#[N:17])[CH2:15][CH2:14][NH:13][CH2:12][CH2:11]2)=[CH:6][CH:5]=1)([O-:3])=[O:2].ClC(OC1C=C[C:25]([N+:28]([O-])=O)=CC=1)=O.N.[O:32]1CCOCC1. (2) Given the product [C:8]([C:5]1[N:4]=[C:3]([C:12]#[N:13])[C:2]([CH2:16][C:15]2[C:6]([CH3:7])=[CH:5][C:8]([CH3:10])=[CH:9][C:14]=2[CH3:18])=[CH:7][CH:6]=1)([CH3:11])([CH3:10])[CH3:9], predict the reactants needed to synthesize it. The reactants are: Br[C:2]1[C:3]([C:12]#[N:13])=[N:4][C:5]([C:8]([CH3:11])([CH3:10])[CH3:9])=[CH:6][CH:7]=1.[CH2:14]1[CH2:18]O[CH2:16][CH2:15]1. (3) Given the product [Cl:8][C:5]1[C:4]([NH2:9])=[CH:3][C:2]([N:10]2[CH2:15][CH2:14][O:13][CH2:12][CH2:11]2)=[CH:7][N:6]=1, predict the reactants needed to synthesize it. The reactants are: Br[C:2]1[CH:3]=[C:4]([NH2:9])[C:5]([Cl:8])=[N:6][CH:7]=1.[NH:10]1[CH2:15][CH2:14][O:13][CH2:12][CH2:11]1.C1(P(C2CCCCC2)C2(C(C)C)CC(C(C)C)=CC(C(C)C)=C2C2C=CC=CC=2)CCCCC1.CC(C1C=C(C(C)C)C(C2C=CC=CC=2P(C2CCCCC2)C2CCCCC2)=C(C(C)C)C=1)C.C[Si]([N-][Si](C)(C)C)(C)C.[Li+]. (4) The reactants are: [CH3:1][O:2][C:3]1[CH:4]=[C:5]2[C:10](=[CH:11][CH:12]=1)[C:9](=[O:13])[CH2:8][CH2:7][CH2:6]2.[BH4-].[Na+]. Given the product [CH3:1][O:2][C:3]1[CH:4]=[C:5]2[C:10](=[CH:11][CH:12]=1)[CH:9]([OH:13])[CH2:8][CH2:7][CH2:6]2, predict the reactants needed to synthesize it. (5) Given the product [OH:1][CH2:2][CH2:3][C@H:4]1[C:9]2[CH:10]=[C:11]([F:28])[C:12]([C:14]([NH2:16])=[O:15])=[CH:13][C:8]=2[CH2:7][CH2:6][O:5]1, predict the reactants needed to synthesize it. The reactants are: [OH:1][CH2:2][CH2:3][C@H:4]1[C:9]2[CH:10]=[C:11](C)[C:12]([C:14]([NH2:16])=[O:15])=[CH:13][C:8]=2[CH2:7][CH2:6][O:5]1.C1C=CC(S(N(S(C2C=CC=CC=2)(=O)=O)[F:28])(=O)=O)=CC=1. (6) Given the product [CH2:1]([O:3][C:4]([C:6]1[N:11]=[C:10]([C:32]2[CH:31]=[CH:30][C:29]([N:26]3[CH2:25][CH2:24][O:23][CH2:28][CH2:27]3)=[CH:34][CH:33]=2)[C:9]2[S:13][C:14]([C:16]3[CH:21]=[CH:20][CH:19]=[CH:18][CH:17]=3)=[N:15][C:8]=2[C:7]=1[OH:22])=[O:5])[CH3:2], predict the reactants needed to synthesize it. The reactants are: [CH2:1]([O:3][C:4]([C:6]1[N:11]=[C:10](Br)[C:9]2[S:13][C:14]([C:16]3[CH:21]=[CH:20][CH:19]=[CH:18][CH:17]=3)=[N:15][C:8]=2[C:7]=1[OH:22])=[O:5])[CH3:2].[O:23]1[CH2:28][CH2:27][N:26]([C:29]2[CH:34]=[CH:33][C:32](B(O)O)=[CH:31][CH:30]=2)[CH2:25][CH2:24]1.C(=O)([O-])[O-].[Cs+].[Cs+]. (7) Given the product [Cl:6][C:7]1[CH:26]=[CH:25][C:10]([CH2:11][N:12]2[CH:17]=[N:16][C:15]([N:18]3[CH2:23][CH2:22][N:21]([C:28]4[CH:33]=[CH:32][C:31]([N+:34]([O-:36])=[O:35])=[CH:30][N:29]=4)[CH2:20][CH2:19]3)=[N:14][C:13]2=[O:24])=[CH:9][CH:8]=1, predict the reactants needed to synthesize it. The reactants are: CN(C)C=O.[Cl:6][C:7]1[CH:26]=[CH:25][C:10]([CH2:11][N:12]2[CH:17]=[N:16][C:15]([N:18]3[CH2:23][CH2:22][NH:21][CH2:20][CH2:19]3)=[N:14][C:13]2=[O:24])=[CH:9][CH:8]=1.Cl[C:28]1[CH:33]=[CH:32][C:31]([N+:34]([O-:36])=[O:35])=[CH:30][N:29]=1.C(=O)([O-])[O-].[K+].[K+]. (8) Given the product [Cl:1][C:2]1[CH:9]=[C:8]([N:10]([C@H:11]2[CH2:15][C:14](=[O:16])[N:13]([CH2:41][CH:42]([OH:45])[CH2:43][OH:32])[CH2:12]2)[CH2:20][C:21]2[CH:26]=[CH:25][CH:24]=[CH:23][C:22]=2[CH3:27])[CH:7]=[CH:6][C:3]=1[C:4]#[N:5], predict the reactants needed to synthesize it. The reactants are: [Cl:1][C:2]1[CH:9]=[C:8]([N:10]([CH2:20][C:21]2[CH:26]=[CH:25][CH:24]=[CH:23][C:22]=2[CH3:27])[C@H:11]2[CH2:15][C:14](=[O:16])[N:13](CC=C)[CH2:12]2)[CH:7]=[CH:6][C:3]=1[C:4]#[N:5].C[N+]1([O-])CC[O:32]CC1.C1COCC1.[CH3:41][C:42]([OH:45])(C)[CH3:43].O. (9) Given the product [CH2:23]([O:22][C@@H:5]([CH2:6][C:7]1[CH:8]=[CH:9][C:10]([O:13][CH2:14][C:15]2[S:16][C:17]([C:37]3[CH:36]=[CH:35][C:34]([C:32](=[O:33])[N:31]([C:27]4[O:26][CH:30]=[CH:29][CH:28]=4)[CH3:43])=[CH:39][CH:38]=3)=[CH:18][C:19]=2[CH3:20])=[CH:11][CH:12]=1)[C:4]([OH:3])=[O:25])[CH3:24], predict the reactants needed to synthesize it. The reactants are: C([O:3][C:4](=[O:25])[C@@H:5]([O:22][CH2:23][CH3:24])[CH2:6][C:7]1[CH:12]=[CH:11][C:10]([O:13][CH2:14][C:15]2[S:16][C:17](Br)=[CH:18][C:19]=2[CH3:20])=[CH:9][CH:8]=1)C.[O:26]1[CH:30]=[CH:29][CH:28]=[C:27]1[N:31]([CH3:43])[C:32]([C:34]1[CH:39]=[CH:38][C:37](B(O)O)=[CH:36][CH:35]=1)=[O:33].